From a dataset of Catalyst prediction with 721,799 reactions and 888 catalyst types from USPTO. Predict which catalyst facilitates the given reaction. (1) Reactant: [CH:1]1([C:7]2[CH:12]=[CH:11][C:10]([C:13]3[O:17][N:16]=[C:15]4[C:18]5[C:23]([CH2:24][CH2:25][C:14]=34)=[CH:22][C:21]([CH:26]=O)=[CH:20][CH:19]=5)=[CH:9][C:8]=2[C:28]([F:31])([F:30])[F:29])[CH2:6][CH2:5][CH2:4][CH2:3][CH2:2]1.[NH:32]1[CH2:35][CH:34]([C:36]([OH:38])=[O:37])[CH2:33]1.C(O)(=[O:41])C.C(O[BH-](OC(=O)C)OC(=O)C)(=O)C.[Na+].[CH3:57][OH:58]. Product: [CH:1]1([C:7]2[CH:12]=[CH:11][C:10]([C:13]3[O:17][N:16]=[C:15]4[C:18]5[C:23]([CH2:24][CH2:25][C:14]=34)=[CH:22][C:21]([CH2:26][N:32]3[CH2:35][CH:34]([C:36]([OH:38])=[O:37])[CH2:33]3)=[CH:20][CH:19]=5)=[CH:9][C:8]=2[C:28]([F:31])([F:30])[F:29])[CH2:2][CH2:3][CH2:4][CH2:5][CH2:6]1.[C:57]([OH:41])([C:28]([F:31])([F:30])[F:29])=[O:58]. The catalyst class is: 26. (2) Reactant: [Br:1][C:2]1[CH:9]=[CH:8][C:5]([CH:6]=O)=[CH:4][CH:3]=1.[C:10]([C:13]1[CH:18]=[CH:17][CH:16]=[CH:15][N:14]=1)(=O)[CH3:11].[OH-].[Na+].CO.[I-].[CH:24]1[C:33]2[C:28](=[CH:29][CH:30]=[CH:31][CH:32]=2)[CH:27]=[CH:26][C:25]=1[C:34](=O)[CH2:35][N+]1C=CC=CC=1.C([O-])(=O)C.[NH4+:47]. Product: [Br:1][C:2]1[CH:9]=[CH:8][C:5]([C:6]2[CH:35]=[C:34]([C:25]3[CH:26]=[CH:27][C:28]4[C:33](=[CH:32][CH:31]=[CH:30][CH:29]=4)[CH:24]=3)[N:47]=[C:10]([C:13]3[CH:18]=[CH:17][CH:16]=[CH:15][N:14]=3)[CH:11]=2)=[CH:4][CH:3]=1. The catalyst class is: 5. (3) Reactant: [NH2:1][C:2]1[CH:3]=[C:4]([CH:13]=[CH:14][CH:15]=1)[CH2:5][NH:6][C:7](=[O:12])[C:8]([F:11])([F:10])[F:9].C(N(CC)C(C)C)(C)C.[C:25]([NH:32][CH2:33][C:34](O)=[O:35])([O:27][C:28]([CH3:31])([CH3:30])[CH3:29])=[O:26].C1C=CC2N(O)N=NC=2C=1.CCN=C=NCCCN(C)C. Product: [C:28]([O:27][C:25](=[O:26])[NH:32][CH2:33][C:34](=[O:35])[NH:1][C:2]1[CH:15]=[CH:14][CH:13]=[C:4]([CH2:5][NH:6][C:7](=[O:12])[C:8]([F:9])([F:10])[F:11])[CH:3]=1)([CH3:31])([CH3:29])[CH3:30]. The catalyst class is: 18. (4) Reactant: [Br:1][C:2]1[C:3]([CH3:13])=[C:4]([C:9]([OH:12])=[CH:10][CH:11]=1)[C:5]([O:7][CH3:8])=[O:6].C(=O)([O-])[O-].[Cs+].[Cs+].Br[CH2:21][CH2:22][O:23][CH:24]1[CH2:29][CH2:28][CH2:27][CH2:26][O:25]1. Product: [Br:1][C:2]1[C:3]([CH3:13])=[C:4]([C:9]([O:12][CH2:21][CH2:22][O:23][CH:24]2[CH2:29][CH2:28][CH2:27][CH2:26][O:25]2)=[CH:10][CH:11]=1)[C:5]([O:7][CH3:8])=[O:6]. The catalyst class is: 39.